From a dataset of Reaction yield outcomes from USPTO patents with 853,638 reactions. Predict the reaction yield, written as a fraction of the theoretical maximum amount of product (1.0 means a 100% yield; for example, 0.34 means a 34% yield). (1) The reactants are [Br:1][C:2]1[CH:14]=[CH:13][C:12]2[C:11]3[C:6](=[CH:7][CH:8]=[CH:9][CH:10]=3)[CH2:5][C:4]=2[CH:3]=1.CS(C)=O.[OH-].[Na+].[CH2:21](Br)[CH2:22][CH2:23][CH2:24][CH2:25][CH2:26][CH2:27][CH3:28]. The catalyst is [Cl-].C([N+](CC)(CC)CC)C1C=CC=CC=1.CCCCCC.O.CCOCC. The product is [Br:1][C:2]1[CH:14]=[CH:13][C:12]2[C:11]3[C:6](=[CH:7][CH:8]=[CH:9][CH:10]=3)[C:5]([CH2:13][CH2:14][CH2:2][CH2:3][CH2:4][CH2:12][CH2:11][CH3:10])([CH2:21][CH2:22][CH2:23][CH2:24][CH2:25][CH2:26][CH2:27][CH3:28])[C:4]=2[CH:3]=1. The yield is 0.780. (2) The reactants are [NH2:1][CH2:2][C:3]1[C:4](=[N:9][NH:10][C:11]2[CH:16]=[CH:15][CH:14]=[C:13]([F:17])[CH:12]=2)[C:5]([NH2:8])=[N:6][N:7]=1.[C:18](O[C:18](=[O:25])[C:19]1[CH:24]=[CH:23][N:22]=[CH:21][CH:20]=1)(=[O:25])[C:19]1[CH:24]=[CH:23][N:22]=[CH:21][CH:20]=1.C(N(CC)CC)C.C(OCC)(=O)C. The catalyst is CN(C1C=CN=CC=1)C.CN(C=O)C. The product is [NH2:8][C:5]1[C:4](=[N:9][NH:10][C:11]2[CH:16]=[CH:15][CH:14]=[C:13]([F:17])[CH:12]=2)[C:3]([CH2:2][NH:1][C:18](=[O:25])[C:19]2[CH:24]=[CH:23][N:22]=[CH:21][CH:20]=2)=[N:7][N:6]=1. The yield is 0.500. (3) The reactants are [NH:1]1[CH2:6][CH2:5][O:4][CH2:3][CH2:2]1.[S:7](N)([NH2:10])(=[O:9])=[O:8]. The catalyst is COCCOC. The product is [N:1]1([S:7]([NH2:10])(=[O:9])=[O:8])[CH2:6][CH2:5][O:4][CH2:3][CH2:2]1. The yield is 0.170. (4) The reactants are [OH:1][CH2:2][C:3]1[S:7][C:6]([C:8]([OH:10])=[O:9])=[CH:5][CH:4]=1.CO.[C:13](=O)([O-])[O-].[Na+].[Na+]. No catalyst specified. The product is [OH:1][CH2:2][C:3]1[S:7][C:6]([C:8]([O:10][CH3:13])=[O:9])=[CH:5][CH:4]=1. The yield is 0.927.